From a dataset of Full USPTO retrosynthesis dataset with 1.9M reactions from patents (1976-2016). Predict the reactants needed to synthesize the given product. The reactants are: [NH2:1][C:2]1[C:7]([N+:8]([O-:10])=[O:9])=[CH:6][CH:5]=[CH:4][N:3]=1.S(=O)(=O)(O)O.[I:16]I.S([O-])([O-])(=O)=S.[Na+].[Na+]. Given the product [I:16][C:5]1[CH:6]=[C:7]([N+:8]([O-:10])=[O:9])[C:2]([NH2:1])=[N:3][CH:4]=1, predict the reactants needed to synthesize it.